Predict the product of the given reaction. From a dataset of Forward reaction prediction with 1.9M reactions from USPTO patents (1976-2016). (1) Given the reactants C1(COC([NH:11][C@@H:12]([C:23]([NH:25][C@H:26]([C:39]([N:41]2[CH2:46][CH2:45][N:44]([C:47]3[CH:52]=[CH:51][N:50]=[CH:49][CH:48]=3)[CH2:43][CH2:42]2)=[O:40])[CH2:27][CH2:28][CH2:29][CH2:30][NH:31][C:32]([O:34][C:35]([CH3:38])([CH3:37])[CH3:36])=[O:33])=[O:24])[CH2:13][C:14]2[CH:19]=[C:18]([Cl:20])[C:17]([OH:21])=[C:16]([Cl:22])[CH:15]=2)=O)C=CC=CC=1.S([O-])(O)(=O)=O.[K+].[H][H], predict the reaction product. The product is: [Cl:20][C:18]1[CH:19]=[C:14]([CH:15]=[C:16]([Cl:22])[C:17]=1[OH:21])[CH2:13][C@H:12]([C:23]([NH:25][C@H:26]([C:39]([N:41]1[CH2:42][CH2:43][N:44]([C:47]2[CH:52]=[CH:51][N:50]=[CH:49][CH:48]=2)[CH2:45][CH2:46]1)=[O:40])[CH2:27][CH2:28][CH2:29][CH2:30][NH:31][C:32]([O:34][C:35]([CH3:38])([CH3:36])[CH3:37])=[O:33])=[O:24])[NH2:11]. (2) Given the reactants [CH2:1]([C:3]1[N:7]=[C:6]([C:8]2[S:12][C:11]([NH2:13])=[N:10][C:9]=2[C:14]2[CH:19]=[CH:18][CH:17]=[CH:16][CH:15]=2)[O:5][N:4]=1)[CH3:2].[C:20](Cl)(=[O:24])[CH:21]([CH3:23])[CH3:22], predict the reaction product. The product is: [CH2:1]([C:3]1[N:7]=[C:6]([C:8]2[S:12][C:11]([NH:13][C:20](=[O:24])[CH:21]([CH3:23])[CH3:22])=[N:10][C:9]=2[C:14]2[CH:19]=[CH:18][CH:17]=[CH:16][CH:15]=2)[O:5][N:4]=1)[CH3:2]. (3) Given the reactants [CH2:1]([NH:3][C:4](=[O:17])[C:5]1[C:10]([S:11][C:12]([CH3:15])([CH3:14])[CH3:13])=[CH:9][CH:8]=[CH:7][C:6]=1[F:16])[CH3:2].[OH:18]OS([O-])=O.[K+].S(S([O-])=O)([O-])(=O)=O.[Na+].[Na+].[OH2:33], predict the reaction product. The product is: [CH3:14][C:12]([S:11]([C:10]1[CH:9]=[CH:8][CH:7]=[C:6]([F:16])[C:5]=1[C:4]([NH:3][CH2:1][CH3:2])=[O:17])(=[O:18])=[O:33])([CH3:13])[CH3:15]. (4) Given the reactants Br[C:2]1[CH:7]=[CH:6][C:5]([C:8]2[O:12][C:11]([NH:13][C:14]3[CH:19]=[CH:18][CH:17]=[C:16]([Cl:20])[CH:15]=3)=[N:10][CH:9]=2)=[CH:4][CH:3]=1.[B:21]1([B:21]2[O:25][C:24]([CH3:27])([CH3:26])[C:23]([CH3:29])([CH3:28])[O:22]2)[O:25][C:24]([CH3:27])([CH3:26])[C:23]([CH3:29])([CH3:28])[O:22]1.CC([O-])=O.[K+], predict the reaction product. The product is: [Cl:20][C:16]1[CH:15]=[C:14]([NH:13][C:11]2[O:12][C:8]([C:5]3[CH:6]=[CH:7][C:2]([B:21]4[O:25][C:24]([CH3:27])([CH3:26])[C:23]([CH3:29])([CH3:28])[O:22]4)=[CH:3][CH:4]=3)=[CH:9][N:10]=2)[CH:19]=[CH:18][CH:17]=1. (5) The product is: [CH3:16][O:15][C:12]1[CH:13]=[CH:14][C:9]([CH2:8][C:5]2[CH:6]=[CH:7][C:2]3[NH:1][C:20]4[CH:21]=[N:22][N:23]([CH3:24])[C:19]=4[C:17](=[O:18])[C:3]=3[CH:4]=2)=[CH:10][CH:11]=1. Given the reactants [NH2:1][C:2]1[CH:7]=[CH:6][C:5]([CH2:8][C:9]2[CH:14]=[CH:13][C:12]([O:15][CH3:16])=[CH:11][CH:10]=2)=[CH:4][C:3]=1[C:17]([C:19]1[N:23]([CH3:24])[N:22]=[CH:21][C:20]=1I)=[O:18].NC1C=CC(CC2C=CC(Cl)=CC=2)=CC=1C(C1N(C)N=CC=1I)=O, predict the reaction product. (6) Given the reactants [Cl:1][C:2]1[CH:3]=[CH:4][C:5]([F:30])=[C:6]([C:8]([CH:10]2[CH2:15][CH2:14][N:13]([C:16]3[N:21]=[C:20]4[CH:22]=[N:23][CH:24]=[CH:25][C:19]4=[N:18][C:17]=3[NH:26][CH:27]3[CH2:29][CH2:28]3)[CH2:12][CH2:11]2)=[O:9])[CH:7]=1.[C:31](O)(C(F)(F)F)=O.C[Mg]Br, predict the reaction product. The product is: [Cl:1][C:2]1[CH:3]=[CH:4][C:5]([F:30])=[C:6]([C:8]([CH:10]2[CH2:11][CH2:12][N:13]([C:16]3[N:21]=[C:20]4[CH:22]=[N:23][CH:24]=[CH:25][C:19]4=[N:18][C:17]=3[NH:26][CH:27]3[CH2:29][CH2:28]3)[CH2:14][CH2:15]2)([OH:9])[CH3:31])[CH:7]=1. (7) Given the reactants CC(C)([O-])C.[K+].[C:7]([C:10]1[C:15]([NH:16][C:17]([C:19]2[S:20][CH:21]=[C:22]([CH:24]=[CH2:25])[N:23]=2)=O)=[C:14]([Cl:26])[C:13]([O:27][CH3:28])=[CH:12][CH:11]=1)(=[O:9])[CH3:8], predict the reaction product. The product is: [Cl:26][C:14]1[C:13]([O:27][CH3:28])=[CH:12][CH:11]=[C:10]2[C:15]=1[N:16]=[C:17]([C:19]1[S:20][CH:21]=[C:22]([CH:24]=[CH2:25])[N:23]=1)[CH:8]=[C:7]2[OH:9]. (8) Given the reactants [F:1][C:2]1[CH:10]=[CH:9][CH:8]=[C:7]([F:11])[C:3]=1[C:4]([OH:6])=O.[CH:12]1([CH2:15][CH:16]([C:19]2[CH:20]=[N:21][C:22]([C:25]([F:28])([F:27])[F:26])=[CH:23][CH:24]=2)[CH2:17][NH2:18])[CH2:14][CH2:13]1, predict the reaction product. The product is: [CH:12]1([CH2:15][CH:16]([C:19]2[CH:20]=[N:21][C:22]([C:25]([F:28])([F:26])[F:27])=[CH:23][CH:24]=2)[CH2:17][NH:18][C:4](=[O:6])[C:3]2[C:7]([F:11])=[CH:8][CH:9]=[CH:10][C:2]=2[F:1])[CH2:14][CH2:13]1. (9) Given the reactants [F:1][C:2]1[CH:7]=[C:6]([CH:8]=O)[CH:5]=[CH:4][N:3]=1.[N+:10]([CH3:13])([O-:12])=[O:11].C(N(CC)CC)C.CS(Cl)(=O)=O, predict the reaction product. The product is: [F:1][C:2]1[CH:7]=[C:6]([CH:8]=[CH:13][N+:10]([O-:12])=[O:11])[CH:5]=[CH:4][N:3]=1.